The task is: Binary Classification. Given a drug SMILES string, predict its activity (active/inactive) in a high-throughput screening assay against a specified biological target.. This data is from Choline transporter screen with 302,306 compounds. (1) The drug is N1(C(CC(C)C)CN=C1Nc1ccccc1)CC. The result is 0 (inactive). (2) The drug is Clc1cc(n2c(c(cc2C)/C=C2\C(=O)N(c3ccccc3)C(=O)NC2=O)C)ccc1C(O)=O. The result is 0 (inactive). (3) The result is 0 (inactive). The compound is Clc1ccc(CN(Cc2ccc(cc2)C(O)=O)C(=S)Nc2cc(Cl)c(OC)cc2)cc1. (4) The molecule is S(=O)(=O)(N(Cc1ccccc1)CC)c1cc2NC(=O)CSc2cc1. The result is 0 (inactive). (5) The drug is s1nnc(C(=O)N(CC(=O)NCc2ccccc2)c2c(F)cccc2)c1. The result is 0 (inactive).